From a dataset of Full USPTO retrosynthesis dataset with 1.9M reactions from patents (1976-2016). Predict the reactants needed to synthesize the given product. Given the product [Cl:1][C:2]1[CH:7]=[CH:6][C:5]([C@:8]([C@@H:10]2[C@@H:17]3[C@@H:13]([O:14][C:15]([CH3:19])([CH3:18])[O:16]3)[C@H:12]([N:20]3[C:24]4[N:25]=[CH:26][N:27]=[C:28]([Cl:29])[C:23]=4[CH:22]=[CH:21]3)[O:11]2)([OH:9])[CH3:31])=[CH:4][C:3]=1[F:30], predict the reactants needed to synthesize it. The reactants are: [Cl:1][C:2]1[CH:7]=[CH:6][C:5]([C:8]([C@@H:10]2[C@@H:17]3[C@@H:13]([O:14][C:15]([CH3:19])([CH3:18])[O:16]3)[C@H:12]([N:20]3[C:24]4[N:25]=[CH:26][N:27]=[C:28]([Cl:29])[C:23]=4[CH:22]=[CH:21]3)[O:11]2)=[O:9])=[CH:4][C:3]=1[F:30].[CH3:31][Mg]Br.[NH4+].[Cl-].